From a dataset of Orexin1 receptor HTS with 218,158 compounds and 233 confirmed actives. Binary Classification. Given a drug SMILES string, predict its activity (active/inactive) in a high-throughput screening assay against a specified biological target. (1) The drug is s1c2CCCCc2nc1Nc1c2c(ccc1)cccc2. The result is 0 (inactive). (2) The molecule is s1c(C(N2CCC(CC2)C(OCC)=O)c2sccc2)c(O)n2nc(nc12)C. The result is 0 (inactive). (3) The molecule is O1CCN(CCN(C(c2n(nnn2)C(CC)(C)C)CC)Cc2cc3c([nH]c2=O)ccc(c3)C)CC1. The result is 0 (inactive). (4) The drug is O1C(CCC1)C(=O)N1CCN(CC1)C(=O)c1cc2c(oc1=O)cccc2. The result is 0 (inactive). (5) The compound is Fc1cc(ccc1)C(=O)N\N=C\C(=C/c1ccccc1)C. The result is 0 (inactive). (6) The drug is Brc1ccc(OCC(=O)NCC2Oc3c(OC2)cccc3)cc1. The result is 0 (inactive).